Dataset: Catalyst prediction with 721,799 reactions and 888 catalyst types from USPTO. Task: Predict which catalyst facilitates the given reaction. (1) Reactant: [O:1]1[C:5]2([CH2:10][CH2:9][C:8](=O)[CH2:7][CH2:6]2)[O:4][CH2:3][CH2:2]1.[CH2:12]([NH:19][CH2:20][C:21]1[CH:26]=[CH:25][CH:24]=[CH:23][CH:22]=1)[C:13]1[CH:18]=[CH:17][CH:16]=[CH:15][CH:14]=1.C(O[BH-](OC(=O)C)OC(=O)C)(=O)C.[Na+].C(=O)(O)[O-]. Product: [CH2:20]([N:19]([CH2:12][C:13]1[CH:18]=[CH:17][CH:16]=[CH:15][CH:14]=1)[CH:8]1[CH2:9][CH2:10][C:5]2([O:4][CH2:3][CH2:2][O:1]2)[CH2:6][CH2:7]1)[C:21]1[CH:26]=[CH:25][CH:24]=[CH:23][CH:22]=1.[CH2:20]([N:19]([CH2:12][C:13]1[CH:18]=[CH:17][CH:16]=[CH:15][CH:14]=1)[CH:8]1[CH2:9][CH2:10][C:5]2([O:4][CH2:3][CH2:2][O:1]2)[CH2:6][CH2:7]1)[C:21]1[CH:26]=[CH:25][CH:24]=[CH:23][CH:22]=1. The catalyst class is: 4. (2) Reactant: [Br:1][C:2]1[CH:3]=[CH:4][C:5]2[C:6](=[O:37])[N:7]3[CH2:14][C:13]4([CH2:19][CH2:18][N:17](C(OCC5C6C=CC=CC=6C6C5=CC=CC=6)=O)[CH2:16][CH2:15]4)[CH2:12][C:8]3=[N:9][C:10]=2[CH:11]=1.N1CCCCC1. Product: [Br:1][C:2]1[CH:3]=[CH:4][C:5]2[C:6](=[O:37])[N:7]3[CH2:14][C:13]4([CH2:15][CH2:16][NH:17][CH2:18][CH2:19]4)[CH2:12][C:8]3=[N:9][C:10]=2[CH:11]=1. The catalyst class is: 34. (3) Product: [Cl:1][C:2]1[CH:10]=[C:9]2[C:5]([C:6]([C:12]3[N:13]=[C:14]4[C:20]([C:21]([NH:30][C:26]5[CH:25]=[N:24][CH:29]=[CH:28][CH:27]=5)=[O:23])=[CH:19][NH:18][C:15]4=[N:16][CH:17]=3)=[N:7][N:8]2[CH3:11])=[CH:4][CH:3]=1. The catalyst class is: 241. Reactant: [Cl:1][C:2]1[CH:10]=[C:9]2[C:5]([C:6]([C:12]3[N:13]=[C:14]4[C:20]([C:21]([OH:23])=O)=[CH:19][NH:18][C:15]4=[N:16][CH:17]=3)=[N:7][N:8]2[CH3:11])=[CH:4][CH:3]=1.[N:24]1[CH:29]=[CH:28][CH:27]=[C:26]([NH2:30])[CH:25]=1.CCN=C=NCCCN(C)C.CCN(C(C)C)C(C)C.CN(C(ON1N=NC2C=CC=NC1=2)=[N+](C)C)C.F[P-](F)(F)(F)(F)F. (4) Reactant: [C:1]([OH:8])(=[O:7])/[CH:2]=[CH:3]/[C:4]([OH:6])=[O:5].[CH2:9]([N:11]([CH2:48][CH3:49])[CH2:12][CH2:13][N:14]([CH2:32][CH2:33][NH:34][CH2:35][CH2:36][C:37]1[C:45]2[S:44][C:43](=[O:46])[NH:42][C:41]=2[C:40]([OH:47])=[CH:39][CH:38]=1)[C:15](=[O:31])[CH2:16][CH2:17][O:18][CH2:19][CH2:20][C:21]1[C:30]2[C:25](=[CH:26][CH:27]=[CH:28][CH:29]=2)[CH:24]=[CH:23][CH:22]=1)[CH3:10]. Product: [C:1]([OH:8])(=[O:7])/[CH:2]=[CH:3]/[C:4]([OH:6])=[O:5].[CH2:48]([N:11]([CH2:9][CH3:10])[CH2:12][CH2:13][N:14]([CH2:32][CH2:33][NH:34][CH2:35][CH2:36][C:37]1[C:45]2[S:44][C:43](=[O:46])[NH:42][C:41]=2[C:40]([OH:47])=[CH:39][CH:38]=1)[C:15](=[O:31])[CH2:16][CH2:17][O:18][CH2:19][CH2:20][C:21]1[C:30]2[C:25](=[CH:26][CH:27]=[CH:28][CH:29]=2)[CH:24]=[CH:23][CH:22]=1)[CH3:49]. The catalyst class is: 5. (5) Reactant: C([O:4][CH:5]1[CH2:13][CH:8]2[O:9][C:10](=[O:12])[CH2:11][CH:7]2[CH:6]1[CH2:14][O:15]C(=O)C)(=O)C.C(=O)([O-])[O-].[K+].[K+].C(OCC)(=O)C.C(OCC)C. Product: [OH:4][CH:5]1[CH2:13][CH:8]2[O:9][C:10](=[O:12])[CH2:11][CH:7]2[CH:6]1[CH2:14][OH:15]. The catalyst class is: 5. (6) Reactant: [F:1][C:2]1[CH:7]=[CH:6][C:5]([F:8])=[CH:4][C:3]=1[C:9]1[CH:21]=[CH:20][C:12]([C:13]([O:15]C(C)(C)C)=[O:14])=[CH:11][N:10]=1.C(O)(C(F)(F)F)=O.C1(C)C=CC=CC=1. Product: [F:1][C:2]1[CH:7]=[CH:6][C:5]([F:8])=[CH:4][C:3]=1[C:9]1[CH:21]=[CH:20][C:12]([C:13]([OH:15])=[O:14])=[CH:11][N:10]=1. The catalyst class is: 2.